Dataset: Acute oral toxicity (LD50) regression data from Zhu et al.. Task: Regression/Classification. Given a drug SMILES string, predict its toxicity properties. Task type varies by dataset: regression for continuous values (e.g., LD50, hERG inhibition percentage) or binary classification for toxic/non-toxic outcomes (e.g., AMES mutagenicity, cardiotoxicity, hepatotoxicity). Dataset: ld50_zhu. (1) The molecule is CCCCCCCCCCCCN. The rat oral LD50 is 2.26, given as -log10 of the dose in mol/kg body weight (higher means more acutely toxic). (2) The compound is CCOC(=O)C1(c2ccccc2)CCN(CCC(C#N)(c2ccccc2)c2ccccc2)CC1. The rat oral LD50 is 3.31, given as -log10 of the dose in mol/kg body weight (higher means more acutely toxic). (3) The compound is CC1(C)CC(=O)C(N)C(C)(C)N1. The rat oral LD50 is 2.27, given as -log10 of the dose in mol/kg body weight (higher means more acutely toxic). (4) The rat oral LD50 is 3.53, given as -log10 of the dose in mol/kg body weight (higher means more acutely toxic). The compound is CN(CCc1ccccc1)N=O. (5) The rat oral LD50 is 2.83, given as -log10 of the dose in mol/kg body weight (higher means more acutely toxic). The drug is O=C(Cl)CCCC(=O)Cl. (6) The molecule is O=C(NCNC(=O)NC1C(=O)NC(=O)N1CO)NC1C(=O)NC(=O)N1CO. The rat oral LD50 is 1.54, given as -log10 of the dose in mol/kg body weight (higher means more acutely toxic). (7) The molecule is CCOP(=S)(OCC)Oc1ccc2c(C)cc(=O)oc2c1. The rat oral LD50 is 4.35, given as -log10 of the dose in mol/kg body weight (higher means more acutely toxic). (8) The drug is ClCCl. The rat oral LD50 is 1.73, given as -log10 of the dose in mol/kg body weight (higher means more acutely toxic). (9) The rat oral LD50 is 1.84, given as -log10 of the dose in mol/kg body weight (higher means more acutely toxic). The drug is C=C(C#N)C(=O)OC.